This data is from Full USPTO retrosynthesis dataset with 1.9M reactions from patents (1976-2016). The task is: Predict the reactants needed to synthesize the given product. (1) The reactants are: [C:1](Cl)(=[O:6])[C:2]([CH3:5])([CH3:4])[CH3:3].[Cl:8][C:9]1[C:14]([C:15]2[C:24](=[O:25])[NH:23][C:18]3=[N:19][CH:20]=[CH:21][N:22]=[C:17]3[C:16]=2[OH:26])=[CH:13][CH:12]=[C:11]([Cl:27])[N:10]=1.N1C=CC=CC=1. Given the product [Cl:8][C:9]1[C:14]([C:15]2[C:24](=[O:25])[NH:23][C:18]3=[N:19][CH:20]=[CH:21][N:22]=[C:17]3[C:16]=2[O:26][C:1](=[O:6])[C:2]([CH3:5])([CH3:4])[CH3:3])=[CH:13][CH:12]=[C:11]([Cl:27])[N:10]=1, predict the reactants needed to synthesize it. (2) Given the product [N:1]1([C:6]2[N:11]=[CH:10][C:9]([CH:12]=[CH:13][CH:14]=[O:15])=[CH:8][CH:7]=2)[CH:5]=[CH:4][CH:3]=[N:2]1, predict the reactants needed to synthesize it. The reactants are: [N:1]1([C:6]2[N:11]=[CH:10][C:9]([CH:12]=[CH:13][CH2:14][OH:15])=[CH:8][CH:7]=2)[CH:5]=[CH:4][CH:3]=[N:2]1. (3) Given the product [CH3:1][O:2][C:3](=[O:12])[CH2:4][N:5]([CH3:13])[C:6]1[CH:11]=[CH:10][CH:9]=[CH:8][CH:7]=1, predict the reactants needed to synthesize it. The reactants are: [CH3:1][O:2][C:3](=[O:12])[CH2:4][NH:5][C:6]1[CH:11]=[CH:10][CH:9]=[CH:8][CH:7]=1.[C:13](=O)([O-])[O-].[K+].[K+].IC. (4) Given the product [I:1][C:2]1[CH:3]=[C:4]([NH:5][C:15](=[O:16])[C:14]2[CH:18]=[CH:19][CH:20]=[C:12]([C:11]([F:10])([F:21])[F:22])[CH:13]=2)[CH:6]=[CH:7][C:8]=1[CH3:9], predict the reactants needed to synthesize it. The reactants are: [I:1][C:2]1[CH:3]=[C:4]([CH:6]=[CH:7][C:8]=1[CH3:9])[NH2:5].[F:10][C:11]([F:22])([F:21])[C:12]1[CH:13]=[C:14]([CH:18]=[CH:19][CH:20]=1)[C:15](O)=[O:16].C1C=CC2N(O)N=NC=2C=1.CCN=C=NCCCN(C)C. (5) Given the product [CH2:1]([O:3][C:4]1[CH:12]=[C:11]2[C:7]([CH:8]=[N:9][NH:10]2)=[CH:6][C:5]=1[NH:13][C:14]1[C:15]2[C:22]3[CH2:23][CH2:24][CH:25]([C:27]([N:30]4[CH2:35][CH2:34][C:33](=[O:36])[CH2:32][CH2:31]4)=[O:28])[CH2:26][C:21]=3[S:20][C:16]=2[N:17]=[CH:18][N:19]=1)[CH3:2], predict the reactants needed to synthesize it. The reactants are: [CH2:1]([O:3][C:4]1[CH:12]=[C:11]2[C:7]([CH:8]=[N:9][NH:10]2)=[CH:6][C:5]=1[NH:13][C:14]1[C:15]2[C:22]3[CH2:23][CH2:24][CH:25]([C:27](O)=[O:28])[CH2:26][C:21]=3[S:20][C:16]=2[N:17]=[CH:18][N:19]=1)[CH3:2].[NH:30]1[CH2:35][CH2:34][C:33](=[O:36])[CH2:32][CH2:31]1. (6) Given the product [NH2:4][C:3]1[CH:5]=[CH:6][CH:7]=[CH:8][C:2]=1[C:1](=[O:17])[CH2:10][CH3:11], predict the reactants needed to synthesize it. The reactants are: [C:1](#N)[C:2]1[C:3](=[CH:5][CH:6]=[CH:7][CH:8]=1)[NH2:4].[CH2:10]([Mg]Br)[CH3:11].C1C[O:17]CC1. (7) The reactants are: [N:1]1[CH:6]=[CH:5][CH:4]=[C:3]([C:7]2[CH:11]=[C:10]([C:12]([F:15])([F:14])[F:13])[N:9]([C:16]3[N:21]=[N:20][C:19]([NH2:22])=[CH:18][CH:17]=3)[N:8]=2)[CH:2]=1.C(N(CC)C(C)C)(C)C.[CH2:32]([N:34]1[C:39](=[O:40])[CH:38]=[CH:37][C:36]([C:41](Cl)=[O:42])=[CH:35]1)[CH3:33].C(=O)(O)[O-].[Na+]. Given the product [N:1]1[CH:6]=[CH:5][CH:4]=[C:3]([C:7]2[CH:11]=[C:10]([C:12]([F:15])([F:13])[F:14])[N:9]([C:16]3[N:21]=[N:20][C:19]([NH2:22])=[CH:18][CH:17]=3)[N:8]=2)[CH:2]=1.[N:1]1[CH:6]=[CH:5][CH:4]=[C:3]([C:7]2[CH:11]=[C:10]([C:12]([F:15])([F:13])[F:14])[N:9]([C:16]3[N:21]=[N:20][C:19]([NH:22][C:41]([C:36]4[CH:37]=[CH:38][C:39](=[O:40])[N:34]([CH2:32][CH3:33])[CH:35]=4)=[O:42])=[CH:18][CH:17]=3)[N:8]=2)[CH:2]=1, predict the reactants needed to synthesize it.